From a dataset of Reaction yield outcomes from USPTO patents with 853,638 reactions. Predict the reaction yield, written as a fraction of the theoretical maximum amount of product (1.0 means a 100% yield; for example, 0.34 means a 34% yield). (1) The yield is 0.480. The reactants are [Br:1][C:2]1[S:6][C:5]([CH2:7]Br)=[N:4][C:3]=1[C:9]1[CH:14]=[CH:13][C:12]([O:15][CH3:16])=[CH:11][CH:10]=1.[F:17][C:18]1[C:26]([OH:27])=[CH:25][CH:24]=[C:23]([F:28])[C:19]=1[C:20]([NH2:22])=[O:21].C(=O)([O-])[O-].[K+].[K+]. The catalyst is CN(C=O)C. The product is [Br:1][C:2]1[S:6][C:5]([CH2:7][O:27][C:26]2[C:18]([F:17])=[C:19]([C:23]([F:28])=[CH:24][CH:25]=2)[C:20]([NH2:22])=[O:21])=[N:4][C:3]=1[C:9]1[CH:14]=[CH:13][C:12]([O:15][CH3:16])=[CH:11][CH:10]=1. (2) The reactants are [CH2:1]([O:3][C:4]([C:6]1[CH:7]=[N:8][C:9]2[C:14]([C:15]=1Cl)=[CH:13][CH:12]=[CH:11][C:10]=2[O:17][CH3:18])=[O:5])[CH3:2].[NH2:19][CH2:20][CH2:21][CH2:22][CH3:23]. No catalyst specified. The product is [CH2:1]([O:3][C:4]([C:6]1[CH:7]=[N:8][C:9]2[C:14]([C:15]=1[NH:19][CH2:20][CH2:21][CH2:22][CH3:23])=[CH:13][CH:12]=[CH:11][C:10]=2[O:17][CH3:18])=[O:5])[CH3:2]. The yield is 1.00. (3) The reactants are [CH3:1][C:2]1[NH:3][C:4]2[C:9]([C:10]=1[CH:11]=[C:12]1[S:16][C:15](=[O:17])[NH:14][C:13]1=[O:18])=[CH:8][CH:7]=[CH:6][CH:5]=2.[Li+].[BH4-].Cl. The catalyst is N1C=CC=CC=1.C1COCC1. The product is [CH3:1][C:2]1[NH:3][C:4]2[C:9]([C:10]=1[CH2:11][CH:12]1[S:16][C:15](=[O:17])[NH:14][C:13]1=[O:18])=[CH:8][CH:7]=[CH:6][CH:5]=2. The yield is 0.880. (4) The reactants are [C:1]([O:4][C@H:5]1[CH2:9][C@H:8]([N:10]2[CH:18]=[N:17][C:16]3[C:11]2=[N:12][CH:13]=[N:14][C:15]=3N)[O:7][C@@H:6]1[CH2:20][O:21][Si:22]([C:25]([CH3:28])([CH3:27])[CH3:26])([CH3:24])[CH3:23])(=[O:3])[CH3:2].C[Si]([Br:33])(C)C.C(ON=O)(C)(C)C.C([O-])(O)=O.[Na+]. The catalyst is BrCBr.C(Cl)Cl. The product is [C:1]([O:4][C@H:5]1[CH2:9][C@H:8]([N:10]2[CH:18]=[N:17][C:16]3[C:11]2=[N:12][CH:13]=[N:14][C:15]=3[Br:33])[O:7][C@@H:6]1[CH2:20][O:21][Si:22]([C:25]([CH3:28])([CH3:27])[CH3:26])([CH3:24])[CH3:23])(=[O:3])[CH3:2]. The yield is 0.550. (5) The reactants are [C:1](N1C=CC=CC1=O)(N1C=CC=CC1=O)=[S:2].[CH3:17][C:18]1[CH:19]=[C:20]2[C:25](=[C:26]([CH3:28])[CH:27]=1)[CH:24]=[N:23][C:22]([NH2:29])=[CH:21]2. The catalyst is ClCCl. The product is [N:29]([C:22]1[N:23]=[CH:24][C:25]2[C:20]([CH:21]=1)=[CH:19][C:18]([CH3:17])=[CH:27][C:26]=2[CH3:28])=[C:1]=[S:2]. The yield is 0.0800. (6) The reactants are [SH:1][CH:2](O)C.[NH2:5][C:6]1[CH:11]=[N:10][C:9](Br)=[CH:8][N:7]=1.CN(C)[CH:15]=[O:16]. The catalyst is O.C1C=CC([P]([Pd]([P](C2C=CC=CC=2)(C2C=CC=CC=2)C2C=CC=CC=2)([P](C2C=CC=CC=2)(C2C=CC=CC=2)C2C=CC=CC=2)[P](C2C=CC=CC=2)(C2C=CC=CC=2)C2C=CC=CC=2)(C2C=CC=CC=2)C2C=CC=CC=2)=CC=1. The product is [NH2:5][C:6]1[N:7]=[CH:8][C:9]([S:1][CH2:2][CH2:15][OH:16])=[N:10][CH:11]=1. The yield is 0.440. (7) The product is [F:28][C:26]1([F:29])[CH2:27][CH:25]1[CH2:24][N:1]1[C:9]2[C:4](=[CH:5][CH:6]=[CH:7][CH:8]=2)[C:3]2([C:21]3[C:12](=[CH:13][C:14]4[O:19][CH2:18][CH2:17][O:16][C:15]=4[CH:20]=3)[O:11][CH2:10]2)[C:2]1=[O:22]. The yield is 0.730. The reactants are [NH:1]1[C:9]2[C:4](=[CH:5][CH:6]=[CH:7][CH:8]=2)[C:3]2([C:21]3[C:12](=[CH:13][C:14]4[O:19][CH2:18][CH2:17][O:16][C:15]=4[CH:20]=3)[O:11][CH2:10]2)[C:2]1=[O:22].Br[CH2:24][CH:25]1[CH2:27][C:26]1([F:29])[F:28].C(=O)([O-])[O-].[Cs+].[Cs+]. The catalyst is CN(C=O)C. (8) The reactants are O.[OH-].[Li+].C[O:5][C:6]([C:8]1([NH:13][C:14]([C:16]2[O:17][C:18]([CH2:21][O:22][C:23]3[CH:28]=[CH:27][C:26]([C:29]4[CH:34]=[CH:33][CH:32]=[CH:31][CH:30]=4)=[CH:25][CH:24]=3)=[CH:19][CH:20]=2)=[O:15])[CH2:12][CH2:11][CH2:10][CH2:9]1)=[O:7]. The catalyst is O.O1CCCC1.CO. The product is [C:26]1([C:29]2[CH:30]=[CH:31][CH:32]=[CH:33][CH:34]=2)[CH:25]=[CH:24][C:23]([O:22][CH2:21][C:18]2[O:17][C:16]([C:14]([NH:13][C:8]3([C:6]([OH:7])=[O:5])[CH2:9][CH2:10][CH2:11][CH2:12]3)=[O:15])=[CH:20][CH:19]=2)=[CH:28][CH:27]=1. The yield is 0.690. (9) The reactants are C([O:3][C:4](=[O:34])[CH2:5][NH:6][C:7](=[O:33])[C:8]1[CH:13]=[CH:12][C:11]([S:14](=[O:32])(=[O:31])[NH:15][C:16]2[CH:21]=[CH:20][CH:19]=[CH:18][C:17]=2[O:22][C:23]2[CH:28]=[CH:27][C:26]([Cl:29])=[CH:25][C:24]=2[Cl:30])=[CH:10][CH:9]=1)C.O.CO. The catalyst is O1CCCC1. The product is [Cl:30][C:24]1[CH:25]=[C:26]([Cl:29])[CH:27]=[CH:28][C:23]=1[O:22][C:17]1[CH:18]=[CH:19][CH:20]=[CH:21][C:16]=1[NH:15][S:14]([C:11]1[CH:12]=[CH:13][C:8]([C:7]([NH:6][CH2:5][C:4]([OH:34])=[O:3])=[O:33])=[CH:9][CH:10]=1)(=[O:31])=[O:32]. The yield is 0.930.